Dataset: Full USPTO retrosynthesis dataset with 1.9M reactions from patents (1976-2016). Task: Predict the reactants needed to synthesize the given product. (1) The reactants are: [F:1][C:2]1[CH:7]=[CH:6][C:5]([CH2:8][CH2:9][C:10]2([CH:18]([CH3:20])[CH3:19])[O:15][C:14](=[O:16])[CH:13]=[C:12]([OH:17])[CH2:11]2)=[CH:4][CH:3]=1.[CH:21]([C:24]1[C:25]([S:33]S(C2C=CC(C)=CC=2)(=O)=O)=[CH:26][C:27]2[S:31][CH:30]=[N:29][C:28]=2[CH:32]=1)([CH3:23])[CH3:22].CCN(CC)CC. Given the product [F:1][C:2]1[CH:3]=[CH:4][C:5]([CH2:8][CH2:9][C:10]2([CH:18]([CH3:20])[CH3:19])[O:15][C:14](=[O:16])[C:13]([S:33][C:25]3[C:24]([CH:21]([CH3:23])[CH3:22])=[CH:32][C:28]4[N:29]=[CH:30][S:31][C:27]=4[CH:26]=3)=[C:12]([OH:17])[CH2:11]2)=[CH:6][CH:7]=1, predict the reactants needed to synthesize it. (2) Given the product [CH3:36][CH:35]([NH:12][C:13]1[CH:18]=[CH:17][C:16]([C:19]2[N:20]=[CH:21][N:22]([CH2:24][CH2:25][C:26]([O:28][C:29]([CH3:32])([CH3:31])[CH3:30])=[O:27])[CH:23]=2)=[CH:15][CH:14]=1)[CH2:34][C:33]([NH:38][C:39]([O:40][CH:41]([CH3:42])[CH3:43])=[O:44])=[O:37], predict the reactants needed to synthesize it. The reactants are: C1CCN2C(=NCCC2)CC1.[NH2:12][C:13]1[CH:18]=[CH:17][C:16]([C:19]2[N:20]=[CH:21][N:22]([CH2:24][CH2:25][C:26]([O:28][C:29]([CH3:32])([CH3:31])[CH3:30])=[O:27])[CH:23]=2)=[CH:15][CH:14]=1.[C:33]([NH:38][C:39](=[O:44])[O:40][CH:41]([CH3:43])[CH3:42])(=[O:37])/[CH:34]=[CH:35]/[CH3:36]. (3) Given the product [CH2:1]([N:3]([CH2:29][C:30]1[CH:35]=[CH:34][C:33]([O:36][CH2:40][CH2:41][N:43]2[CH2:48][CH2:47][CH2:46][CH2:45][CH2:44]2)=[C:32]([F:37])[CH:31]=1)[C:4]1[CH:9]=[C:8]([O:10][CH3:11])[CH:7]=[CH:6][C:5]=1[C@H:12]1[CH2:21][CH2:20][C:19]2[CH:18]=[C:17]([OH:22])[CH:16]=[CH:15][C:14]=2[CH2:13]1)[CH3:2], predict the reactants needed to synthesize it. The reactants are: [CH2:1]([N:3]([C:29](=O)[C:30]1[CH:35]=[CH:34][C:33]([OH:36])=[C:32]([F:37])[CH:31]=1)[C:4]1[CH:9]=[C:8]([O:10][CH3:11])[CH:7]=[CH:6][C:5]=1[C@H:12]1[CH2:21][CH2:20][C:19]2[CH:18]=[C:17]([O:22]C(=O)C(C)(C)C)[CH:16]=[CH:15][C:14]=2[CH2:13]1)[CH3:2].Cl[CH2:40][C:41]([N:43]1[CH2:48][CH2:47][CH2:46][CH2:45][CH2:44]1)=O. (4) Given the product [CH3:19][O:20][C:2]1[CH:3]=[C:4]([N:8]2[N:12]=[N:11][C:10]([C:13]3[CH:18]=[CH:17][CH:16]=[CH:15][N:14]=3)=[N:9]2)[CH:5]=[CH:6][CH:7]=1, predict the reactants needed to synthesize it. The reactants are: Cl[C:2]1[CH:3]=[C:4]([N:8]2[N:12]=[N:11][C:10]([C:13]3[CH:18]=[CH:17][CH:16]=[CH:15][N:14]=3)=[N:9]2)[CH:5]=[CH:6][CH:7]=1.[CH3:19][O:20]C1C=CC=C(N)C=1.N1C=CC=CC=1C=O.